Dataset: NCI-60 drug combinations with 297,098 pairs across 59 cell lines. Task: Regression. Given two drug SMILES strings and cell line genomic features, predict the synergy score measuring deviation from expected non-interaction effect. (1) Drug 1: CC1=CC=C(C=C1)C2=CC(=NN2C3=CC=C(C=C3)S(=O)(=O)N)C(F)(F)F. Drug 2: C1CN1C2=NC(=NC(=N2)N3CC3)N4CC4. Cell line: KM12. Synergy scores: CSS=19.3, Synergy_ZIP=-0.778, Synergy_Bliss=-2.20, Synergy_Loewe=-10.3, Synergy_HSA=-3.97. (2) Drug 1: C1C(C(OC1N2C=NC3=C(N=C(N=C32)Cl)N)CO)O. Drug 2: CCC(=C(C1=CC=CC=C1)C2=CC=C(C=C2)OCCN(C)C)C3=CC=CC=C3.C(C(=O)O)C(CC(=O)O)(C(=O)O)O. Cell line: T-47D. Synergy scores: CSS=16.0, Synergy_ZIP=-1.78, Synergy_Bliss=-0.141, Synergy_Loewe=1.51, Synergy_HSA=2.60. (3) Drug 1: C1=CC(=CC=C1CCC2=CNC3=C2C(=O)NC(=N3)N)C(=O)NC(CCC(=O)O)C(=O)O. Drug 2: C1C(C(OC1N2C=NC(=NC2=O)N)CO)O. Cell line: SK-MEL-2. Synergy scores: CSS=26.1, Synergy_ZIP=-5.27, Synergy_Bliss=-0.929, Synergy_Loewe=0.552, Synergy_HSA=3.84. (4) Drug 1: CNC(=O)C1=NC=CC(=C1)OC2=CC=C(C=C2)NC(=O)NC3=CC(=C(C=C3)Cl)C(F)(F)F. Drug 2: CC(C)CN1C=NC2=C1C3=CC=CC=C3N=C2N. Cell line: COLO 205. Synergy scores: CSS=13.3, Synergy_ZIP=-2.73, Synergy_Bliss=2.01, Synergy_Loewe=4.62, Synergy_HSA=1.58. (5) Drug 1: CCC1=CC2CC(C3=C(CN(C2)C1)C4=CC=CC=C4N3)(C5=C(C=C6C(=C5)C78CCN9C7C(C=CC9)(C(C(C8N6C)(C(=O)OC)O)OC(=O)C)CC)OC)C(=O)OC.C(C(C(=O)O)O)(C(=O)O)O. Drug 2: CC1=C(C(=O)C2=C(C1=O)N3CC4C(C3(C2COC(=O)N)OC)N4)N. Cell line: OVCAR-4. Synergy scores: CSS=4.55, Synergy_ZIP=-9.23, Synergy_Bliss=-5.91, Synergy_Loewe=-13.3, Synergy_HSA=-4.52. (6) Drug 1: C1=NC2=C(N1)C(=S)N=CN2. Drug 2: C1CN(CCN1C(=O)CCBr)C(=O)CCBr. Cell line: SK-MEL-5. Synergy scores: CSS=29.9, Synergy_ZIP=-8.12, Synergy_Bliss=0.722, Synergy_Loewe=3.22, Synergy_HSA=3.31. (7) Drug 1: C1CCN(CC1)CCOC2=CC=C(C=C2)C(=O)C3=C(SC4=C3C=CC(=C4)O)C5=CC=C(C=C5)O. Drug 2: CN1CCC(CC1)COC2=C(C=C3C(=C2)N=CN=C3NC4=C(C=C(C=C4)Br)F)OC. Cell line: PC-3. Synergy scores: CSS=1.73, Synergy_ZIP=-1.52, Synergy_Bliss=0.703, Synergy_Loewe=-4.49, Synergy_HSA=-0.920.